Dataset: Full USPTO retrosynthesis dataset with 1.9M reactions from patents (1976-2016). Task: Predict the reactants needed to synthesize the given product. (1) Given the product [C:47]([O:46][C:44](=[O:45])[CH2:43][N:25]1[C:26]2[C:22](=[CH:21][C:20]([F:19])=[CH:28][CH:27]=2)[C:23]([C:30]2[C:35]3[CH:36]=[CH:37][CH:38]=[CH:39][C:34]=3[S:33](=[O:40])(=[O:41])[N:32]([CH2:6][C:5]3[CH:8]=[CH:9][CH:10]=[C:3]([C:2]([F:12])([F:11])[F:1])[CH:4]=3)[N:31]=2)=[C:24]1[CH3:29])([CH3:50])([CH3:49])[CH3:48], predict the reactants needed to synthesize it. The reactants are: [F:1][C:2]([F:12])([F:11])[C:3]1[CH:4]=[C:5]([CH:8]=[CH:9][CH:10]=1)[CH2:6]Br.C([O-])([O-])=O.[K+].[K+].[F:19][C:20]1[CH:21]=[C:22]2[C:26](=[CH:27][CH:28]=1)[NH:25][C:24]([CH3:29])=[C:23]2[C:30]1[C:35]2[CH:36]=[CH:37][CH:38]=[CH:39][C:34]=2[S:33](=[O:41])(=[O:40])[NH:32][N:31]=1.Br[CH2:43][C:44]([O:46][C:47]([CH3:50])([CH3:49])[CH3:48])=[O:45]. (2) Given the product [CH:1]1([CH:7]([NH:20][C:21]2[CH:22]=[CH:23][C:24]([C:25]([NH:37][CH2:36][CH2:35][C:34]([O:33][CH2:31][CH3:32])=[O:38])=[O:26])=[CH:28][CH:29]=2)[C:8]2[N:12]([CH3:13])[C:11]3[CH:14]=[C:15]([O:18][CH3:19])[CH:16]=[CH:17][C:10]=3[N:9]=2)[CH2:6][CH2:5][CH2:4][CH2:3][CH2:2]1, predict the reactants needed to synthesize it. The reactants are: [CH:1]1([CH:7]([NH:20][C:21]2[CH:29]=[CH:28][C:24]([C:25](O)=[O:26])=[CH:23][CH:22]=2)[C:8]2[N:12]([CH3:13])[C:11]3[CH:14]=[C:15]([O:18][CH3:19])[CH:16]=[CH:17][C:10]=3[N:9]=2)[CH2:6][CH2:5][CH2:4][CH2:3][CH2:2]1.Cl.[CH2:31]([O:33][C:34](=[O:38])[CH2:35][CH2:36][NH2:37])[CH3:32].O.ON1C2C=CC=CC=2N=N1.Cl.C(N=C=NCCCN(C)C)C.[Cl-].[NH4+].